This data is from Reaction yield outcomes from USPTO patents with 853,638 reactions. The task is: Predict the reaction yield, written as a fraction of the theoretical maximum amount of product (1.0 means a 100% yield; for example, 0.34 means a 34% yield). The reactants are [OH-].[NH4+:2].[CH3:3][C:4]1[N:5]([C:13]2[CH:18]=[CH:17][CH:16]=[CH:15][C:14]=2[C:19]([F:22])([F:21])[F:20])[C:6]([CH3:12])=[CH:7][C:8]=1[C:9](Cl)=[O:10]. The catalyst is C1COCC1. The product is [CH3:3][C:4]1[N:5]([C:13]2[CH:18]=[CH:17][CH:16]=[CH:15][C:14]=2[C:19]([F:22])([F:21])[F:20])[C:6]([CH3:12])=[CH:7][C:8]=1[C:9]([NH2:2])=[O:10]. The yield is 0.960.